This data is from Peptide-MHC class I binding affinity with 185,985 pairs from IEDB/IMGT. The task is: Regression. Given a peptide amino acid sequence and an MHC pseudo amino acid sequence, predict their binding affinity value. This is MHC class I binding data. (1) The peptide sequence is KIFEDQLLP. The MHC is H-2-Db with pseudo-sequence H-2-Db. The binding affinity (normalized) is 0.00616. (2) The MHC is HLA-A02:03 with pseudo-sequence HLA-A02:03. The binding affinity (normalized) is 0. The peptide sequence is RSQSPRRRR.